This data is from Reaction yield outcomes from USPTO patents with 853,638 reactions. The task is: Predict the reaction yield, written as a fraction of the theoretical maximum amount of product (1.0 means a 100% yield; for example, 0.34 means a 34% yield). (1) The reactants are [C:1]1([C:7]2[NH:11][N:10]=[C:9]([C:12]([NH:14][CH2:15][C:16]([OH:18])=O)=[O:13])[CH:8]=2)[CH:6]=[CH:5][CH:4]=[CH:3][CH:2]=1.CCN(C(C)C)C(C)C.C1C=CC2N(O)N=NC=2C=1.CCN=C=NCCCN(C)C.Cl.Cl.[Cl:51][C:52]1[CH:57]=[CH:56][CH:55]=[CH:54][C:53]=1[S:58][CH:59]1[CH2:64][CH2:63][NH:62][CH2:61][CH2:60]1. The catalyst is CN(C=O)C.O. The product is [Cl:51][C:52]1[CH:57]=[CH:56][CH:55]=[CH:54][C:53]=1[S:58][CH:59]1[CH2:64][CH2:63][N:62]([C:16](=[O:18])[CH2:15][NH:14][C:12]([C:9]2[CH:8]=[C:7]([C:1]3[CH:2]=[CH:3][CH:4]=[CH:5][CH:6]=3)[NH:11][N:10]=2)=[O:13])[CH2:61][CH2:60]1. The yield is 0.840. (2) The reactants are C(OC([NH:8][CH:9]([C:21]1[CH:26]=[CH:25][CH:24]=[CH:23][CH:22]=1)[C:10]([O:12][C@@H:13]1[CH:18]2[CH2:19][CH2:20][N:15]([CH2:16][CH2:17]2)[CH2:14]1)=[O:11])=O)(C)(C)C.Cl. The catalyst is C1COCC1. The product is [NH2:8][CH:9]([C:21]1[CH:26]=[CH:25][CH:24]=[CH:23][CH:22]=1)[C:10]([O:12][C@@H:13]1[CH:18]2[CH2:17][CH2:16][N:15]([CH2:20][CH2:19]2)[CH2:14]1)=[O:11]. The yield is 0.600.